Predict the reaction yield, written as a fraction of the theoretical maximum amount of product (1.0 means a 100% yield; for example, 0.34 means a 34% yield). From a dataset of Reaction yield outcomes from USPTO patents with 853,638 reactions. The reactants are [CH3:1][C:2]1[N:6]=[C:5]([C:7]2[N:8]=[C:9]3[N:19]([CH:20]=2)[CH2:18][CH2:17][O:16][C:15]2[C:10]3=[CH:11][CH:12]=[C:13]([C:21]3[CH:22]=[N:23][N:24]([CH3:32])[C:25]=3[CH:26]3[CH2:31][CH2:30][CH2:29][NH:28][CH2:27]3)[CH:14]=2)[N:4]([CH:33]([CH3:35])[CH3:34])[N:3]=1.[H-].[H-].[H-].[H-].[Li+].[Al+3].O.[CH2:43]1COCC1. No catalyst specified. The product is [CH:33]([N:4]1[C:5]([C:7]2[N:8]=[C:9]3[C:10]4[CH:11]=[CH:12][C:13]([C:21]5[CH:22]=[N:23][N:24]([CH3:32])[C:25]=5[CH:26]5[CH2:31][CH2:30][CH2:29][N:28]([CH3:43])[CH2:27]5)=[CH:14][C:15]=4[O:16][CH2:17][CH2:18][N:19]3[CH:20]=2)=[N:6][C:2]([CH3:1])=[N:3]1)([CH3:35])[CH3:34]. The yield is 0.790.